From a dataset of Peptide-MHC class II binding affinity with 134,281 pairs from IEDB. Regression. Given a peptide amino acid sequence and an MHC pseudo amino acid sequence, predict their binding affinity value. This is MHC class II binding data. The peptide sequence is LLCGIGCAMLHWSLIK. The MHC is DRB4_0103 with pseudo-sequence DRB4_0103. The binding affinity (normalized) is 0.596.